The task is: Regression/Classification. Given a drug SMILES string, predict its toxicity properties. Task type varies by dataset: regression for continuous values (e.g., LD50, hERG inhibition percentage) or binary classification for toxic/non-toxic outcomes (e.g., AMES mutagenicity, cardiotoxicity, hepatotoxicity). Dataset: herg.. This data is from hERG channel blocking data for cardiac toxicity assessment. (1) The result is 0 (non-blocker). The drug is O=C(NCCN1CCOCC1)c1ccc(Cl)cc1. (2) The drug is CCOc1cc(N)c(Cl)cc1C(=O)NCC1C[NH+](Cc2ccc(F)cc2)CCO1. The result is 1 (blocker). (3) The molecule is O=C1NCCN1CCN1CCC([C@@H]2CN(c3ccc(F)cc3)c3ccccc32)CC1. The result is 1 (blocker). (4) The molecule is O=C(NC1CCN(Cc2ccc3c(c2)OC(F)(F)O3)CC1)c1cc(=O)c2ccc(F)cc2o1. The result is 1 (blocker).